From a dataset of Forward reaction prediction with 1.9M reactions from USPTO patents (1976-2016). Predict the product of the given reaction. Given the reactants [C:1]([O:5][C:6]([NH:8][C@H:9]([CH2:17][O:18][Si:19]([C:22]([CH3:25])([CH3:24])[CH3:23])([CH3:21])[CH3:20])[CH2:10][CH2:11][CH2:12][C:13]([O:15][CH3:16])=[O:14])=[O:7])([CH3:4])([CH3:3])[CH3:2].IC.[H-].[Na+].[CH3:30]COC(C)=O, predict the reaction product. The product is: [C:1]([O:5][C:6]([N:8]([CH3:30])[C@H:9]([CH2:17][O:18][Si:19]([C:22]([CH3:25])([CH3:24])[CH3:23])([CH3:21])[CH3:20])[CH2:10][CH2:11][CH2:12][C:13]([O:15][CH3:16])=[O:14])=[O:7])([CH3:2])([CH3:4])[CH3:3].